Dataset: Forward reaction prediction with 1.9M reactions from USPTO patents (1976-2016). Task: Predict the product of the given reaction. (1) Given the reactants CC1(C)C[CH2:10][C:9]2[N:8]([C:12]3[CH:17]=[CH:16][CH:15]=[C:14]([C:18]([F:21])([F:20])[F:19])[CH:13]=3)[C:7](=[O:22])[NH:6][CH:5]([C:23]3[CH:30]=[CH:29][C:26]([C:27]#[N:28])=[CH:25][CH:24]=3)[C:4]=2[C:3]1=[O:31].BrC1C=[CH:38][C:37]([CH:40]2C3C(=O)CC(C)(C)CC=3N(C3C=C[CH:38]=[C:37]([C:40](F)(F)F)[CH:36]=3)C(=O)N2)=[CH:36]C=1, predict the reaction product. The product is: [CH3:36][C:37]1([CH3:40])[CH2:10][C:9]2[N:8]([C:12]3[CH:17]=[CH:16][CH:15]=[C:14]([C:18]([F:21])([F:20])[F:19])[CH:13]=3)[C:7](=[O:22])[NH:6][CH:5]([C:23]3[CH:24]=[CH:25][C:26]([C:27]#[N:28])=[CH:29][CH:30]=3)[C:4]=2[C:3](=[O:31])[CH2:38]1. (2) Given the reactants [C:1]1([C:7]([C:14]2[CH:19]=[CH:18][CH:17]=[CH:16][CH:15]=2)=[N:8][CH2:9][C:10]([O:12][CH3:13])=[O:11])[CH:6]=[CH:5][CH:4]=[CH:3][CH:2]=1.[CH3:20][C:21]([CH3:24])([O-])[CH3:22].[K+].BrCC(C)=C, predict the reaction product. The product is: [C:1]1([C:7]([C:14]2[CH:19]=[CH:18][CH:17]=[CH:16][CH:15]=2)=[N:8][C@H:9]([C:10]([O:12][CH3:13])=[O:11])[CH2:22][C:21](=[CH2:20])[CH3:24])[CH:2]=[CH:3][CH:4]=[CH:5][CH:6]=1. (3) Given the reactants [Si](O[C@@H]1[C@@H](CO[Si](C(C)(C)C)(C)C)O[C@@H](N2C3N=CN=C(OC4C=CC([N+]([O-])=O)=CC=4)C=3N=C2)C1)(C(C)(C)C)(C)C.N1(O[C:52]2[C:53]3[N:54]=[CH:55][N:56]([C:87]=3[N:88]=[CH:89][N:90]=2)[C@@H:57]2[O:86][C@H:76]([CH2:77][O:78][Si:79]([C:82]([CH3:85])([CH3:84])[CH3:83])([CH3:81])[CH3:80])[C@@H:67]([O:68][Si:69]([C:72]([CH3:75])([CH3:74])[CH3:73])([CH3:71])[CH3:70])[C@H:58]2[O:59][Si:60]([C:63]([CH3:66])([CH3:65])[CH3:64])([CH3:62])[CH3:61])C2C=CC=CC=2N=N1.C([O-])([O-])=O.[Cs+].[Cs+].[OH:97][C:98]1[CH:99]=[CH:100][CH:101]=[C:102]2[C:107]=1[N:106]=[CH:105][CH:104]=[CH:103]2, predict the reaction product. The product is: [N:106]1[C:107]2[C:102](=[CH:101][CH:100]=[CH:99][C:98]=2[O:97][C:52]2[C:53]3[N:54]=[CH:55][N:56]([C:87]=3[N:88]=[CH:89][N:90]=2)[C@@H:57]2[O:86][C@H:76]([CH2:77][O:78][Si:79]([C:82]([CH3:85])([CH3:84])[CH3:83])([CH3:81])[CH3:80])[C@@H:67]([O:68][Si:69]([C:72]([CH3:73])([CH3:74])[CH3:75])([CH3:70])[CH3:71])[C@H:58]2[O:59][Si:60]([C:63]([CH3:66])([CH3:65])[CH3:64])([CH3:61])[CH3:62])[CH:103]=[CH:104][CH:105]=1. (4) Given the reactants [NH2:1][C@@H:2]1[CH2:7][CH2:6][C@H:5]([N:8]2[C:12]3[N:13]=[CH:14][N:15]=[C:16]([NH2:17])[C:11]=3[C:10]([C:18]3[CH:23]=[CH:22][CH:21]=[C:20]([O:24][CH2:25][C:26]4[CH:31]=[CH:30][CH:29]=[CH:28][CH:27]=4)[CH:19]=3)=[CH:9]2)[CH2:4][CH2:3]1.Br[C:33]1[N:38]=[CH:37][CH:36]=[CH:35][N:34]=1.C(NCC)C, predict the reaction product. The product is: [CH2:25]([O:24][C:20]1[CH:19]=[C:18]([C:10]2[C:11]3[C:16]([NH2:17])=[N:15][CH:14]=[N:13][C:12]=3[N:8]([C@H:5]3[CH2:4][CH2:3][C@@H:2]([NH:1][C:33]4[N:38]=[CH:37][CH:36]=[CH:35][N:34]=4)[CH2:7][CH2:6]3)[CH:9]=2)[CH:23]=[CH:22][CH:21]=1)[C:26]1[CH:27]=[CH:28][CH:29]=[CH:30][CH:31]=1. (5) Given the reactants [CH2:1]([O:8][C:9](=[O:25])[CH2:10][CH:11]([OH:24])[CH2:12][NH:13][C:14]([O:16][CH2:17][C:18]1[CH:23]=[CH:22][CH:21]=[CH:20][CH:19]=1)=[O:15])[C:2]1[CH:7]=[CH:6][CH:5]=[CH:4][CH:3]=1.[CH3:26][S:27](Cl)(=[O:29])=[O:28], predict the reaction product. The product is: [CH2:1]([O:8][C:9](=[O:25])[CH2:10][CH:11]([O:24][S:27]([CH3:26])(=[O:29])=[O:28])[CH2:12][NH:13][C:14]([O:16][CH2:17][C:18]1[CH:19]=[CH:20][CH:21]=[CH:22][CH:23]=1)=[O:15])[C:2]1[CH:7]=[CH:6][CH:5]=[CH:4][CH:3]=1. (6) The product is: [C:19]([O:22][C@@H:23]1[C@@H:35]([O:36][C:37](=[O:39])[CH3:38])[C@H:34]([O:40][C:41](=[O:43])[CH3:42])[C@@H:33]([CH2:44][O:45][C:46](=[O:48])[CH3:47])[O:32][C@H:24]1[O:1][C:2]1[CH:10]=[CH:9][CH:8]=[C:7]2[C:3]=1[C:4]([CH2:11][CH2:12][C:13]1[CH:18]=[CH:17][CH:16]=[CH:15][CH:14]=1)=[CH:5][NH:6]2)(=[O:21])[CH3:20]. Given the reactants [OH:1][C:2]1[CH:10]=[CH:9][CH:8]=[C:7]2[C:3]=1[C:4]([CH2:11][CH2:12][C:13]1[CH:18]=[CH:17][CH:16]=[CH:15][CH:14]=1)=[CH:5][NH:6]2.[C:19]([O:22][C@@H:23]1[C@@H:35]([O:36][C:37](=[O:39])[CH3:38])[C@H:34]([O:40][C:41](=[O:43])[CH3:42])[C@@H:33]([CH2:44][O:45][C:46](=[O:48])[CH3:47])[O:32][C@@H:24]1OC(=N)C(Cl)(Cl)Cl)(=[O:21])[CH3:20], predict the reaction product. (7) The product is: [F:23][C:24]1[CH:46]=[C:45]([F:47])[C:44]([F:48])=[CH:43][C:25]=1[O:26][CH2:27][CH2:28][N:12]1[CH:13]=[CH:14][N:15]=[C:10]([N:7]2[CH2:6][CH2:5][N:4]([CH:1]([CH3:3])[CH3:2])[CH2:9][CH2:8]2)[C:11]1=[O:16]. Given the reactants [CH:1]([N:4]1[CH2:9][CH2:8][N:7]([C:10]2[C:11](=[O:16])[NH:12][CH:13]=[CH:14][N:15]=2)[CH2:6][CH2:5]1)([CH3:3])[CH3:2].CC([O-])(C)C.[K+].[F:23][C:24]1[CH:46]=[C:45]([F:47])[C:44]([F:48])=[CH:43][C:25]=1[O:26][CH2:27][CH2:28]N1C=CN=C(N2CCN(C)CC2)C1=O.O, predict the reaction product.